Dataset: Full USPTO retrosynthesis dataset with 1.9M reactions from patents (1976-2016). Task: Predict the reactants needed to synthesize the given product. (1) Given the product [Cl:14][C:9]1[CH:10]=[CH:11][CH:12]=[CH:13][C:8]=1[C:6]1[N:7]=[C:2]([NH:28][C:21]2[C:22]3[C:27](=[CH:26][CH:25]=[CH:24][CH:23]=3)[NH:19][N:20]=2)[C:3]2[CH:18]=[CH:17][N:16]=[CH:15][C:4]=2[N:5]=1, predict the reactants needed to synthesize it. The reactants are: Cl[C:2]1[C:3]2[CH:18]=[CH:17][N:16]=[CH:15][C:4]=2[N:5]=[C:6]([C:8]2[CH:13]=[CH:12][CH:11]=[CH:10][C:9]=2[Cl:14])[N:7]=1.[NH:19]1[C:27]2[C:22](=[CH:23][CH:24]=[CH:25][CH:26]=2)[C:21]([NH2:28])=[N:20]1. (2) Given the product [CH3:17][O:18][C:19]1([C:27]2[CH:28]=[CH:29][C:30]([CH3:2])=[CH:31][CH:32]=2)[C:21]([CH3:22])([CH3:26])[O:20]1, predict the reactants needed to synthesize it. The reactants are: Br[C:2](C)(C)C(C1C=CC(C)=CC=1)=O.C[O-].[Na+].[CH3:17][O:18][C:19]1([C:27]2[CH:32]=[CH:31][C:30](SC)=[CH:29][CH:28]=2)[C:21]2([CH2:26]CCC[CH2:22]2)[O:20]1. (3) Given the product [Cl:2][C:3]1[CH:4]=[CH:5][C:6]([CH2:7][C:8]2[N:9]=[C:10]([C:16]3[CH:21]=[CH:20][N:19]=[CH:18][CH:17]=3)[S:11][C:12]=2[C:13]2[NH:14][C:31](=[O:30])[CH:33]=[CH:34][N:15]=2)=[CH:22][CH:23]=1, predict the reactants needed to synthesize it. The reactants are: Cl.[Cl:2][C:3]1[CH:23]=[CH:22][C:6]([CH2:7][C:8]2[N:9]=[C:10]([C:16]3[CH:21]=[CH:20][N:19]=[CH:18][CH:17]=3)[S:11][C:12]=2[C:13](=[NH:15])[NH2:14])=[CH:5][CH:4]=1.[O-]CC.[Na+].C([O:30][C:31]([CH:33]=[CH:34][O-])=O)C.[Na+]. (4) Given the product [Br:11][C:8]1[CH:9]=[CH:10][C:5]([C:14]([N:17]2[CH2:22][CH2:21][CH2:20][CH2:19][CH2:18]2)([CH3:15])[CH3:12])=[CH:6][CH:7]=1, predict the reactants needed to synthesize it. The reactants are: [Mg].II.Br[C:5]1[CH:10]=[CH:9][C:8]([Br:11])=[CH:7][CH:6]=1.[C:12]([C:14]([N:17]1[CH2:22][CH2:21][CH2:20][CH2:19][CH2:18]1)(C)[CH3:15])#N.C(=O)([O-])[O-].[K+].[K+]. (5) Given the product [NH2:15][C:13]1[NH:12][N:11]=[C:10]([NH:9][C:5]2[CH:6]=[C:7]([Cl:8])[C:2]([C:25]3[CH:26]=[CH:27][CH:28]=[C:23]([NH:22][C:17](=[O:21])[CH:18]([CH3:19])[CH3:20])[CH:24]=3)=[C:3]([Cl:16])[CH:4]=2)[N:14]=1, predict the reactants needed to synthesize it. The reactants are: Br[C:2]1[C:7]([Cl:8])=[CH:6][C:5]([NH:9][C:10]2[N:14]=[C:13]([NH2:15])[NH:12][N:11]=2)=[CH:4][C:3]=1[Cl:16].[C:17]([NH:22][C:23]1[CH:24]=[C:25](B(O)O)[CH:26]=[CH:27][CH:28]=1)(=[O:21])[CH:18]([CH3:20])[CH3:19].C([O-])([O-])=O.[Cs+].[Cs+]. (6) Given the product [OH:16][CH2:15][CH2:14][CH2:13][N:2]1[CH2:3][CH2:4][C:5]2[C:10](=[CH:9][CH:8]=[CH:7][CH:6]=2)[C:1]1=[O:11], predict the reactants needed to synthesize it. The reactants are: [C:1]1(=[O:11])[C:10]2[C:5](=[CH:6][CH:7]=[CH:8][CH:9]=2)[CH2:4][CH2:3][NH:2]1.Br[CH2:13][CH2:14][CH2:15][OH:16].